From a dataset of Catalyst prediction with 721,799 reactions and 888 catalyst types from USPTO. Predict which catalyst facilitates the given reaction. (1) Reactant: [NH2:1][C:2]1[C:6]2[C:7](=[O:32])[N:8]([CH:23]([CH:29]([CH3:31])[CH3:30])[C:24]([O:26]CC)=[O:25])[CH:9]=[C:10]([C:11]3[CH:15]=[C:14]([N:16]4[CH2:21][CH2:20][O:19][CH2:18][CH2:17]4)[N:13]([CH3:22])[N:12]=3)[C:5]=2[NH:4][N:3]=1.C(O)C.[OH-].[Na+]. Product: [NH2:1][C:2]1[C:6]2[C:7](=[O:32])[N:8]([CH:23]([CH:29]([CH3:30])[CH3:31])[C:24]([OH:26])=[O:25])[CH:9]=[C:10]([C:11]3[CH:15]=[C:14]([N:16]4[CH2:21][CH2:20][O:19][CH2:18][CH2:17]4)[N:13]([CH3:22])[N:12]=3)[C:5]=2[NH:4][N:3]=1. The catalyst class is: 6. (2) Reactant: [C:1]1([CH2:11][N:12]2[CH2:17][CH2:16][CH:15]([CH2:18][N:19]([CH2:41][O:42][CH2:43][CH2:44][Si:45]([CH3:48])([CH3:47])[CH3:46])[C:20]3[N:24]([CH2:25][O:26][CH2:27][CH2:28][Si:29]([CH3:32])([CH3:31])[CH3:30])[C:23]4[CH:33]=[CH:34][C:35]([CH:37]([OH:40])[CH2:38][CH3:39])=[CH:36][C:22]=4[N:21]=3)[CH2:14][CH2:13]2)[C:10]2[C:5](=[CH:6][CH:7]=[CH:8][CH:9]=2)[CH:4]=[CH:3][CH:2]=1.OI1(=O)C2C=CC=CC=2C(=O)O1.C(OCC)(=O)C. Product: [C:1]1([CH2:11][N:12]2[CH2:13][CH2:14][CH:15]([CH2:18][N:19]([CH2:41][O:42][CH2:43][CH2:44][Si:45]([CH3:46])([CH3:47])[CH3:48])[C:20]3[N:24]([CH2:25][O:26][CH2:27][CH2:28][Si:29]([CH3:30])([CH3:31])[CH3:32])[C:23]4[CH:33]=[CH:34][C:35]([C:37](=[O:40])[CH2:38][CH3:39])=[CH:36][C:22]=4[N:21]=3)[CH2:16][CH2:17]2)[C:10]2[C:5](=[CH:6][CH:7]=[CH:8][CH:9]=2)[CH:4]=[CH:3][CH:2]=1. The catalyst class is: 16. (3) Reactant: Cl.[Cl:2][C:3]1[CH:4]=[C:5]([CH:35]=[CH:36][C:37]=1[Cl:38])[CH2:6][CH:7]1[C:16]2[CH:15]=[C:14]([O:17][CH2:18][CH2:19][NH:20][S:21]([C:24]3[CH:25]=[N:26][N:27]([CH3:29])[CH:28]=3)(=[O:23])=[O:22])[CH:13]=[CH:12][C:11]=2[CH2:10][CH2:9][CH:8]1[N:30]1[CH2:34][CH2:33][CH2:32][CH2:31]1.IC.[C:41](=O)([O-])[O-].[Cs+].[Cs+].O. The catalyst class is: 291. Product: [ClH:2].[Cl:2][C:3]1[CH:4]=[C:5]([CH:35]=[CH:36][C:37]=1[Cl:38])[CH2:6][CH:7]1[C:16]2[CH:15]=[C:14]([O:17][CH2:18][CH2:19][N:20]([CH3:41])[S:21]([C:24]3[CH:25]=[N:26][N:27]([CH3:29])[CH:28]=3)(=[O:22])=[O:23])[CH:13]=[CH:12][C:11]=2[CH2:10][CH2:9][CH:8]1[N:30]1[CH2:31][CH2:32][CH2:33][CH2:34]1. (4) Reactant: C([NH:8][C:9]1[C:16]([C:17]#[N:18])=[C:15]([OH:19])[C:14]([O:20]C)=[CH:13][C:10]=1[C:11]#[N:12])C1C=CC=CC=1.[Cl-].[Al+3].[Cl-].[Cl-].[I-].[Na+]. Product: [NH2:8][C:9]1[C:16]([C:17]#[N:18])=[C:15]([OH:19])[C:14]([OH:20])=[CH:13][C:10]=1[C:11]#[N:12]. The catalyst class is: 10. (5) Reactant: [F:1][C:2]1[CH:7]=[C:6]([C:8]2[C:16]3[C:11](=[N:12][CH:13]=[CH:14][CH:15]=3)[N:10](S(C3C=CC=CC=3)(=O)=O)[CH:9]=2)[CH:5]=[C:4]([F:26])[N:3]=1.[OH-].[Na+]. Product: [F:26][C:4]1[CH:5]=[C:6]([C:8]2[C:16]3[C:11](=[N:12][CH:13]=[CH:14][CH:15]=3)[NH:10][CH:9]=2)[CH:7]=[C:2]([F:1])[N:3]=1. The catalyst class is: 12. (6) Reactant: [Br:1][C:2]1[CH:7]=[CH:6][C:5]([C:8]([C:10]2[CH:15]=[CH:14][C:13]([O:16]C)=[CH:12][CH:11]=2)=[O:9])=[C:4]([Cl:18])[CH:3]=1.[Al+3].[Cl-].[Cl-].[Cl-].O. Product: [Br:1][C:2]1[CH:7]=[CH:6][C:5]([C:8]([C:10]2[CH:15]=[CH:14][C:13]([OH:16])=[CH:12][CH:11]=2)=[O:9])=[C:4]([Cl:18])[CH:3]=1. The catalyst class is: 48.